Dataset: Full USPTO retrosynthesis dataset with 1.9M reactions from patents (1976-2016). Task: Predict the reactants needed to synthesize the given product. Given the product [OH:23][CH2:22][C:14]1[CH:13]=[C:12]([CH:21]=[CH:20][C:15]=1[CH2:16][OH:17])[O:11][CH2:10][CH2:9][NH:8][C:6](=[O:7])[O:5][C:1]([CH3:4])([CH3:3])[CH3:2], predict the reactants needed to synthesize it. The reactants are: [C:1]([O:5][C:6]([NH:8][CH2:9][CH2:10][O:11][C:12]1[CH:13]=[C:14]([C:22](OC)=[O:23])[C:15](=[CH:20][CH:21]=1)[C:16](OC)=[O:17])=[O:7])([CH3:4])([CH3:3])[CH3:2].[H-].[Al+3].[Li+].[H-].[H-].[H-].